This data is from Peptide-MHC class I binding affinity with 185,985 pairs from IEDB/IMGT. The task is: Regression. Given a peptide amino acid sequence and an MHC pseudo amino acid sequence, predict their binding affinity value. This is MHC class I binding data. (1) The peptide sequence is GDYKLVEI. The MHC is Patr-A0901 with pseudo-sequence Patr-A0901. The binding affinity (normalized) is 0.234. (2) The peptide sequence is LLMLVTPSM. The MHC is HLA-B15:01 with pseudo-sequence HLA-B15:01. The binding affinity (normalized) is 0.925. (3) The peptide sequence is QIQAGNFHW. The MHC is HLA-A02:03 with pseudo-sequence HLA-A02:03. The binding affinity (normalized) is 0.0847. (4) The peptide sequence is MPLSYQHFRR. The MHC is Patr-A0401 with pseudo-sequence Patr-A0401. The binding affinity (normalized) is 0.675. (5) The peptide sequence is MTRVLPFTY. The MHC is HLA-A80:01 with pseudo-sequence HLA-A80:01. The binding affinity (normalized) is 0.809. (6) The peptide sequence is ETINEEAADW. The MHC is HLA-A02:01 with pseudo-sequence HLA-A02:01. The binding affinity (normalized) is 0. (7) The peptide sequence is WTGMVDGWY. The MHC is HLA-A23:01 with pseudo-sequence HLA-A23:01. The binding affinity (normalized) is 0.0847. (8) The peptide sequence is DPKKTGGPI. The MHC is HLA-A69:01 with pseudo-sequence HLA-A69:01. The binding affinity (normalized) is 0.0847. (9) The peptide sequence is LIDLQELGKY. The MHC is HLA-A29:02 with pseudo-sequence HLA-A29:02. The binding affinity (normalized) is 0.266. (10) The peptide sequence is WILWISFAIS. The binding affinity (normalized) is 0.276. The MHC is HLA-A68:02 with pseudo-sequence HLA-A68:02.